Dataset: Catalyst prediction with 721,799 reactions and 888 catalyst types from USPTO. Task: Predict which catalyst facilitates the given reaction. (1) The catalyst class is: 18. Product: [NH2:1][C:2]1[N:3]=[CH:4][N:5]=[C:6]([NH:10][C@H:11]([C:13]2[N:22]([CH2:23][CH2:24][CH2:25][NH:26][C:53](=[O:55])[CH3:54])[C:21](=[O:27])[C:20]3[C:15](=[CH:16][CH:17]=[CH:18][C:19]=3[Cl:28])[N:14]=2)[CH3:12])[C:7]=1[C:8]#[N:9]. Reactant: [NH2:1][C:2]1[C:7]([C:8]#[N:9])=[C:6]([NH:10][C@H:11]([C:13]2[N:22]([CH2:23][CH2:24][CH2:25][NH2:26])[C:21](=[O:27])[C:20]3[C:15](=[CH:16][CH:17]=[CH:18][C:19]=3[Cl:28])[N:14]=2)[CH3:12])[N:5]=[CH:4][N:3]=1.CN(C(ON1N=NC2C=CC=NC1=2)=[N+](C)C)C.F[P-](F)(F)(F)(F)F.[C:53](O)(=[O:55])[CH3:54].CCN(C(C)C)C(C)C. (2) Reactant: Br[CH2:2][CH2:3]Br.C([O-])([O-])=O.[K+].[K+].[CH3:11][O:12][C:13](=[O:46])[CH:14]([NH:26][C:27](=[O:45])[CH:28]([NH:32][S:33]([C:36]1[CH:41]=[CH:40][CH:39]=[CH:38][C:37]=1[N+:42]([O-:44])=[O:43])(=[O:35])=[O:34])[CH2:29][O:30][CH3:31])[CH2:15][C:16]1[CH:25]=[CH:24][C:23]2[C:18](=[CH:19][CH:20]=[CH:21][CH:22]=2)[CH:17]=1.OS([O-])(=O)=O.[K+]. Product: [CH3:11][O:12][C:13](=[O:46])[CH:14]([N:26]1[CH2:3][CH2:2][N:32]([S:33]([C:36]2[CH:41]=[CH:40][CH:39]=[CH:38][C:37]=2[N+:42]([O-:44])=[O:43])(=[O:34])=[O:35])[CH:28]([CH2:29][O:30][CH3:31])[C:27]1=[O:45])[CH2:15][C:16]1[CH:25]=[CH:24][C:23]2[C:18](=[CH:19][CH:20]=[CH:21][CH:22]=2)[CH:17]=1. The catalyst class is: 3. (3) Reactant: C[O:2][C:3]([C:5]1[C:6]2[C:7](=[O:21])[CH:8]=[C:9]([C:16]([O:18]CC)=[O:17])[NH:10][C:11]=2[C:12]([Cl:15])=[CH:13][CH:14]=1)=[O:4].[OH-].[K+]. Product: [Cl:15][C:12]1[C:11]2[NH:10][C:9]([C:16]([OH:18])=[O:17])=[CH:8][C:7](=[O:21])[C:6]=2[C:5]([C:3]([OH:4])=[O:2])=[CH:14][CH:13]=1. The catalyst class is: 8. (4) Reactant: C(OC([N:8]1[CH2:12][CH2:11][CH:10]([O:13][C:14]2[CH:15]=[N:16][CH:17]=[CH:18][CH:19]=2)[CH2:9]1)=O)(C)(C)C.C(O)(C(F)(F)F)=O. Product: [NH:8]1[CH2:12][CH2:11][CH:10]([O:13][C:14]2[CH:15]=[N:16][CH:17]=[CH:18][CH:19]=2)[CH2:9]1. The catalyst class is: 2. (5) Reactant: [C:1]([O:5][C:6]([NH:8][C@@H:9]([CH2:13][C:14]1[CH:19]=[CH:18][CH:17]=[CH:16][CH:15]=1)[C:10]([OH:12])=O)=[O:7])([CH3:4])([CH3:3])[CH3:2].C1CN([P+](ON2N=NC3C=CC=CC2=3)(N2CCCC2)N2CCCC2)CC1.F[P-](F)(F)(F)(F)F.CCN(C(C)C)C(C)C.[CH2:62]([N:69]1[CH2:74][CH2:73][NH:72][CH2:71][CH2:70]1)[C:63]1[CH:68]=[CH:67][CH:66]=[CH:65][CH:64]=1. Product: [C:1]([O:5][C:6](=[O:7])[NH:8][C@@H:9]([CH2:13][C:14]1[CH:19]=[CH:18][CH:17]=[CH:16][CH:15]=1)[C:10]([N:72]1[CH2:73][CH2:74][N:69]([CH2:62][C:63]2[CH:64]=[CH:65][CH:66]=[CH:67][CH:68]=2)[CH2:70][CH2:71]1)=[O:12])([CH3:2])([CH3:3])[CH3:4]. The catalyst class is: 31. (6) Reactant: [F:1][CH:2]([F:36])[CH2:3][N:4]([C:21]1[CH:22]=[N:23][CH:24]=[CH:25][C:26]=1[C:27]1[CH:32]=[CH:31][C:30](F)=[CH:29][C:28]=1OC)C(=O)C1C=C(C(F)(F)F)N=C(C(F)(F)F)C=1.[CH3:37]C1C=CC=CC=1B(O)O. Product: [F:36][CH:2]([F:1])[CH2:3][NH:4][C:21]1[CH:22]=[N:23][CH:24]=[CH:25][C:26]=1[C:27]1[CH:32]=[CH:31][CH:30]=[CH:29][C:28]=1[CH3:37]. The catalyst class is: 243. (7) Reactant: [CH:1]1([CH2:7][OH:8])[CH2:6][CH2:5][CH2:4][CH2:3][CH2:2]1.C1C=CC(P(C2C=CC=CC=2)C2C=CC=CC=2)=CC=1.O[C:29]1[CH:30]=[N:31][CH:32]=[C:33]([CH:38]=1)[C:34]([O:36][CH3:37])=[O:35].CCOC(/N=N/C(OCC)=O)=O.[OH-].[Na+]. Product: [CH:1]1([CH2:7][O:8][C:29]2[CH:30]=[N:31][CH:32]=[C:33]([CH:38]=2)[C:34]([O:36][CH3:37])=[O:35])[CH2:6][CH2:5][CH2:4][CH2:3][CH2:2]1. The catalyst class is: 1. (8) Reactant: C([O:3][C:4]([C:6]1([C:9]2[CH:14]=[CH:13][C:12]([C:15]3[CH:20]=[CH:19][C:18]([C:21]4[S:22][C:23]([F:37])=[CH:24][C:25]=4[NH:26][C:27]([O:29][C@@H:30]([C:32]4[S:33][CH:34]=[CH:35][CH:36]=4)[CH3:31])=[O:28])=[CH:17][C:16]=3[O:38][CH3:39])=[CH:11][CH:10]=2)[CH2:8][CH2:7]1)=[O:5])C.[OH-].[Na+].Cl. Product: [F:37][C:23]1[S:22][C:21]([C:18]2[CH:19]=[CH:20][C:15]([C:12]3[CH:11]=[CH:10][C:9]([C:6]4([C:4]([OH:5])=[O:3])[CH2:8][CH2:7]4)=[CH:14][CH:13]=3)=[C:16]([O:38][CH3:39])[CH:17]=2)=[C:25]([NH:26][C:27]([O:29][C@@H:30]([C:32]2[S:33][CH:34]=[CH:35][CH:36]=2)[CH3:31])=[O:28])[CH:24]=1. The catalyst class is: 32.